From a dataset of NCI-60 drug combinations with 297,098 pairs across 59 cell lines. Regression. Given two drug SMILES strings and cell line genomic features, predict the synergy score measuring deviation from expected non-interaction effect. (1) Drug 1: CC12CCC3C(C1CCC2O)C(CC4=C3C=CC(=C4)O)CCCCCCCCCS(=O)CCCC(C(F)(F)F)(F)F. Drug 2: C1=NC(=NC(=O)N1C2C(C(C(O2)CO)O)O)N. Cell line: CAKI-1. Synergy scores: CSS=2.26, Synergy_ZIP=-6.85, Synergy_Bliss=-7.51, Synergy_Loewe=-35.5, Synergy_HSA=-15.2. (2) Drug 1: C1CCN(CC1)CCOC2=CC=C(C=C2)C(=O)C3=C(SC4=C3C=CC(=C4)O)C5=CC=C(C=C5)O. Drug 2: CC12CCC3C(C1CCC2O)C(CC4=C3C=CC(=C4)O)CCCCCCCCCS(=O)CCCC(C(F)(F)F)(F)F. Cell line: UO-31. Synergy scores: CSS=3.51, Synergy_ZIP=-2.58, Synergy_Bliss=-0.329, Synergy_Loewe=0.805, Synergy_HSA=1.30. (3) Drug 1: CC1=C(N=C(N=C1N)C(CC(=O)N)NCC(C(=O)N)N)C(=O)NC(C(C2=CN=CN2)OC3C(C(C(C(O3)CO)O)O)OC4C(C(C(C(O4)CO)O)OC(=O)N)O)C(=O)NC(C)C(C(C)C(=O)NC(C(C)O)C(=O)NCCC5=NC(=CS5)C6=NC(=CS6)C(=O)NCCC[S+](C)C)O. Drug 2: CC(C)CN1C=NC2=C1C3=CC=CC=C3N=C2N. Cell line: SK-MEL-28. Synergy scores: CSS=4.47, Synergy_ZIP=-2.51, Synergy_Bliss=-3.25, Synergy_Loewe=-3.69, Synergy_HSA=-3.50. (4) Drug 1: C1=CN(C(=O)N=C1N)C2C(C(C(O2)CO)O)O.Cl. Drug 2: CC1C(C(CC(O1)OC2CC(OC(C2O)C)OC3=CC4=CC5=C(C(=O)C(C(C5)C(C(=O)C(C(C)O)O)OC)OC6CC(C(C(O6)C)O)OC7CC(C(C(O7)C)O)OC8CC(C(C(O8)C)O)(C)O)C(=C4C(=C3C)O)O)O)O. Cell line: SF-539. Synergy scores: CSS=63.7, Synergy_ZIP=0.686, Synergy_Bliss=4.43, Synergy_Loewe=-14.9, Synergy_HSA=2.80. (5) Drug 1: C1CN1P(=S)(N2CC2)N3CC3. Drug 2: CC(C)NC(=O)C1=CC=C(C=C1)CNNC.Cl. Cell line: SNB-19. Synergy scores: CSS=13.5, Synergy_ZIP=-2.76, Synergy_Bliss=3.83, Synergy_Loewe=-4.25, Synergy_HSA=1.16. (6) Drug 1: CC(C1=C(C=CC(=C1Cl)F)Cl)OC2=C(N=CC(=C2)C3=CN(N=C3)C4CCNCC4)N. Drug 2: CC1C(C(CC(O1)OC2CC(CC3=C2C(=C4C(=C3O)C(=O)C5=C(C4=O)C(=CC=C5)OC)O)(C(=O)C)O)N)O.Cl. Cell line: UO-31. Synergy scores: CSS=24.8, Synergy_ZIP=-0.932, Synergy_Bliss=5.00, Synergy_Loewe=6.94, Synergy_HSA=7.06. (7) Drug 1: C1C(C(OC1N2C=NC3=C(N=C(N=C32)Cl)N)CO)O. Drug 2: CC(C)NC(=O)C1=CC=C(C=C1)CNNC.Cl. Cell line: U251. Synergy scores: CSS=21.2, Synergy_ZIP=-8.77, Synergy_Bliss=-8.21, Synergy_Loewe=-19.0, Synergy_HSA=-9.01.